Dataset: Forward reaction prediction with 1.9M reactions from USPTO patents (1976-2016). Task: Predict the product of the given reaction. (1) Given the reactants [Br:1][CH2:2][CH2:3][OH:4].[Cl:5][C:6]1[CH:7]=[CH:8][C:9]([CH3:24])=[C:10]([CH:12](O)[C:13]2[CH:14]=[C:15]([CH:20]=[CH:21][CH:22]=2)[C:16]([O:18][CH3:19])=[O:17])[CH:11]=1, predict the reaction product. The product is: [Br:1][CH2:2][CH2:3][O:4][CH:12]([C:10]1[CH:11]=[C:6]([Cl:5])[CH:7]=[CH:8][C:9]=1[CH3:24])[C:13]1[CH:14]=[C:15]([CH:20]=[CH:21][CH:22]=1)[C:16]([O:18][CH3:19])=[O:17]. (2) Given the reactants [CH:1]1([C:4]2[CH:5]=[C:6]([CH:28]=[C:29]([O:32][CH2:33][CH3:34])[C:30]=2I)[CH2:7][N:8]2[CH2:11][C:10]3([CH2:15][C:14]([N:16]4[CH2:21][CH2:20][C:19]([CH3:27])([C:22]([O:24]CC)=[O:23])[CH2:18][CH2:17]4)=[N:13][O:12]3)[CH2:9]2)[CH2:3][CH2:2]1.[Cl:35][C:36]1[CH:37]=[C:38](B(O)O)[CH:39]=[CH:40][C:41]=1[C:42]#[N:43], predict the reaction product. The product is: [Cl:35][C:36]1[CH:37]=[C:38]([C:30]2[C:29]([O:32][CH2:33][CH3:34])=[CH:28][C:6]([CH2:7][N:8]3[CH2:11][C:10]4([CH2:15][C:14]([N:16]5[CH2:17][CH2:18][C:19]([CH3:27])([C:22]([OH:24])=[O:23])[CH2:20][CH2:21]5)=[N:13][O:12]4)[CH2:9]3)=[CH:5][C:4]=2[CH:1]2[CH2:3][CH2:2]2)[CH:39]=[CH:40][C:41]=1[C:42]#[N:43]. (3) Given the reactants [NH:1]1[CH2:6][CH2:5][O:4][CH2:3][CH2:2]1.[Cl:7][C:8]1[C:9]([F:16])=[N:10][C:11]([F:15])=[N:12][C:13]=1F.C(N(CC)C(C)C)(C)C, predict the reaction product. The product is: [Cl:7][C:8]1[C:13]([N:1]2[CH2:6][CH2:5][O:4][CH2:3][CH2:2]2)=[N:12][C:11]([F:15])=[N:10][C:9]=1[F:16]. (4) Given the reactants [CH3:1][O:2][C:3](=[O:32])[CH2:4][CH:5]1[C:10](=[O:11])[CH:9]=[CH:8][N:7]([C:12]([O:14][CH2:15][C:16]2[CH:21]=[CH:20][CH:19]=[CH:18][CH:17]=2)=[O:13])[CH:6]1[C:22]1[CH:27]=[CH:26][C:25]([C:28]([F:31])([F:30])[F:29])=[CH:24][CH:23]=1.CCC(C)[BH-](C(C)CC)C(C)CC.[Li+], predict the reaction product. The product is: [CH3:1][O:2][C:3](=[O:32])[CH2:4][CH:5]1[C:10](=[O:11])[CH2:9][CH2:8][N:7]([C:12]([O:14][CH2:15][C:16]2[CH:21]=[CH:20][CH:19]=[CH:18][CH:17]=2)=[O:13])[CH:6]1[C:22]1[CH:23]=[CH:24][C:25]([C:28]([F:31])([F:29])[F:30])=[CH:26][CH:27]=1. (5) Given the reactants [Cl:1][C:2]1[N:3]=[C:4](Cl)[C:5]2[S:10][CH:9]=[C:8]([CH3:11])[C:6]=2[N:7]=1.[CH2:13]([NH2:17])[CH2:14][CH2:15][CH3:16], predict the reaction product. The product is: [CH2:13]([NH:17][C:4]1[C:5]2[S:10][CH:9]=[C:8]([CH3:11])[C:6]=2[N:7]=[C:2]([Cl:1])[N:3]=1)[CH2:14][CH2:15][CH3:16]. (6) Given the reactants C([O:8][C:9]1[CH:18]=[C:17]2[C:12]([C:13](=[O:22])[N:14]([CH3:21])[C:15](=[O:20])[N:16]2[CH3:19])=[CH:11][C:10]=1[C:23]1[N:24]=[N:25][C:26]([N:29]([CH3:40])[CH:30]2[CH2:35][C:34]([CH3:37])([CH3:36])[NH:33][C:32]([CH3:39])([CH3:38])[CH2:31]2)=[CH:27][CH:28]=1)C1C=CC=CC=1.Br, predict the reaction product. The product is: [OH:8][C:9]1[CH:18]=[C:17]2[C:12]([C:13](=[O:22])[N:14]([CH3:21])[C:15](=[O:20])[N:16]2[CH3:19])=[CH:11][C:10]=1[C:23]1[N:24]=[N:25][C:26]([N:29]([CH3:40])[CH:30]2[CH2:35][C:34]([CH3:36])([CH3:37])[NH:33][C:32]([CH3:39])([CH3:38])[CH2:31]2)=[CH:27][CH:28]=1. (7) Given the reactants [NH2:1][C:2]1[C:3]([C:10]([O:12][CH3:13])=[O:11])=[N:4][C:5]([Cl:9])=[C:6](Cl)[N:7]=1.[CH3:14][C:15]1[CH:20]=[CH:19][CH:18]=[CH:17][C:16]=1B(O)O.C(=O)([O-])[O-].[Na+].[Na+], predict the reaction product. The product is: [NH2:1][C:2]1[C:3]([C:10]([O:12][CH3:13])=[O:11])=[N:4][C:5]([Cl:9])=[C:6]([C:16]2[CH:17]=[CH:18][CH:19]=[CH:20][C:15]=2[CH3:14])[N:7]=1. (8) Given the reactants COC1C=C[C:6](P(C2C=CC=CC=2)C2C=CC=CC=2)=[CH:5][C:4]=1[C:22]1[CH:27]=[C:26](P(C2C=CC=CC=2)C2C=CC=CC=2)[CH:25]=[CH:24][C:23]=1OC.[F:43][CH:44]([S:54]([C:57]1[CH:62]=[CH:61][CH:60]=[CH:59][CH:58]=1)(=[O:56])=[O:55])[S:45]([C:48]1[CH:53]=[CH:52][CH:51]=[CH:50][CH:49]=1)(=[O:47])=[O:46].[C:63](=[O:66])([O-])[O-:64].[Cs+].[Cs+].[Cl-].[NH4+].[CH2:71](COC)OC, predict the reaction product. The product is: [C:63]([O:64][C@H:6]([C:44]([F:43])([S:45]([C:48]1[CH:49]=[CH:50][CH:51]=[CH:52][CH:53]=1)(=[O:47])=[O:46])[S:54]([C:57]1[CH:62]=[CH:61][CH:60]=[CH:59][CH:58]=1)(=[O:56])=[O:55])[CH:5]=[CH:4][C:22]1[CH:23]=[CH:24][CH:25]=[CH:26][CH:27]=1)(=[O:66])[CH3:71]. (9) Given the reactants [CH2:1]([O:3][C:4]([C:6]1[NH:7][CH:8]=[CH:9][C:10]=1[CH3:11])=[O:5])[CH3:2].[F:12][C:13]1[CH:14]=[C:15]([CH2:19][C:20](Cl)=[O:21])[CH:16]=[CH:17][CH:18]=1, predict the reaction product. The product is: [CH2:1]([O:3][C:4]([C:6]1[NH:7][CH:8]=[C:9]([C:20](=[O:21])[CH2:19][C:15]2[CH:16]=[CH:17][CH:18]=[C:13]([F:12])[CH:14]=2)[C:10]=1[CH3:11])=[O:5])[CH3:2]. (10) Given the reactants [CH2:1]([NH:8][C:9]([C:11]1[S:15][C:14]([N:16]2[CH2:21][CH2:20][CH2:19][CH2:18][C:17]2=[O:22])=[N:13][C:12]=1[CH3:23])=[O:10])[C:2]1[CH:7]=[CH:6][CH:5]=[CH:4][CH:3]=1.Br[CH2:25][C:26]1[CH:31]=[CH:30][C:29]([CH3:32])=[CH:28][CH:27]=1, predict the reaction product. The product is: [CH2:1]([NH:8][C:9]([C:11]1[S:15][C:14]([N:16]2[CH2:21][CH2:20][CH2:19][CH:18]([CH2:25][C:26]3[CH:31]=[CH:30][C:29]([CH3:32])=[CH:28][CH:27]=3)[C:17]2=[O:22])=[N:13][C:12]=1[CH3:23])=[O:10])[C:2]1[CH:7]=[CH:6][CH:5]=[CH:4][CH:3]=1.